From a dataset of Catalyst prediction with 721,799 reactions and 888 catalyst types from USPTO. Predict which catalyst facilitates the given reaction. (1) Reactant: [CH3:1][O:2][C:3]1[CH:4]=[C:5]2[C:10](=[CH:11][C:12]=1[O:13][CH3:14])[N:9]=[CH:8][CH:7]=[C:6]2[O:15][C:16]1[CH:22]=[CH:21][C:19]([NH2:20])=[C:18]([CH3:23])[C:17]=1[CH3:24].C1(C)C=CC=CC=1.C(N(CC)CC)C.Cl[C:40](Cl)([O:42]C(=O)OC(Cl)(Cl)Cl)Cl.[F:51][C:52]1[CH:60]=[C:59]([F:61])[C:58]([F:62])=[CH:57][C:53]=1[CH:54]([OH:56])[CH3:55]. Product: [CH3:1][O:2][C:3]1[CH:4]=[C:5]2[C:10](=[CH:11][C:12]=1[O:13][CH3:14])[N:9]=[CH:8][CH:7]=[C:6]2[O:15][C:16]1[CH:22]=[CH:21][C:19]([NH:20][C:40](=[O:42])[O:56][CH:54]([C:53]2[CH:57]=[C:58]([F:62])[C:59]([F:61])=[CH:60][C:52]=2[F:51])[CH3:55])=[C:18]([CH3:23])[C:17]=1[CH3:24]. The catalyst class is: 2. (2) Reactant: [C:1]([O:5][C:6]([NH:8][C@@H:9]([CH2:13][C:14]1[CH:19]=[CH:18][CH:17]=[C:16]([I:20])[CH:15]=1)[C:10]([OH:12])=O)=[O:7])([CH3:4])([CH3:3])[CH3:2].CN(C(ON1N=NC2C=CC=NC1=2)=[N+](C)C)C.F[P-](F)(F)(F)(F)F.CCN(C(C)C)C(C)C.[CH3:54][O:55][C:56]1[CH:63]=[CH:62][C:59]([NH:60][CH3:61])=[CH:58][CH:57]=1. Product: [I:20][C:16]1[CH:15]=[C:14]([CH2:13][C@H:9]([NH:8][C:6](=[O:7])[O:5][C:1]([CH3:2])([CH3:3])[CH3:4])[C:10]([N:60]([C:59]2[CH:62]=[CH:63][C:56]([O:55][CH3:54])=[CH:57][CH:58]=2)[CH3:61])=[O:12])[CH:19]=[CH:18][CH:17]=1. The catalyst class is: 31. (3) Reactant: [CH3:1][CH2:2][O:3][C:4]([C:6]1[NH:7][C:8]2[C:13]([CH:14]=1)=[CH:12][C:11]([C:15]([OH:17])=O)=[CH:10][CH:9]=2)=[O:5].F[B-](F)(F)F.N1(OC(N(C)C)=[N+](C)C)C2C=CC=CC=2N=N1.[CH3:40][N:41]([CH3:47])[CH:42]1[CH2:46][CH2:45][NH:44][CH2:43]1.C(N(CC)C(C)C)(C)C. Product: [CH2:2]([O:3][C:4]([C:6]1[NH:7][C:8]2[C:13]([CH:14]=1)=[CH:12][C:11]([C:15]([N:44]1[CH2:45][CH2:46][CH:42]([N:41]([CH3:47])[CH3:40])[CH2:43]1)=[O:17])=[CH:10][CH:9]=2)=[O:5])[CH3:1]. The catalyst class is: 9. (4) Reactant: [F:1][C:2]1[CH:7]=[C:6]([N+:8]([O-:10])=[O:9])[C:5](O)=[C:4]([N+:12]([O-:14])=[O:13])[CH:3]=1.P(Cl)(Cl)([Cl:17])=O. Product: [Cl:17][C:5]1[C:6]([N+:8]([O-:10])=[O:9])=[CH:7][C:2]([F:1])=[CH:3][C:4]=1[N+:12]([O-:14])=[O:13]. The catalyst class is: 9. (5) Reactant: [Br:1][C:2]1[CH:7]=[C:6]2[NH:8][C:9](=O)[C:10]3([CH2:14][CH2:13][N:12]([CH3:15])[CH2:11]3)[C:5]2=[CH:4][CH:3]=1.COCCO[AlH2-]OCCOC.[Na+]. Product: [Br:1][C:2]1[CH:7]=[C:6]2[NH:8][CH2:9][C:10]3([CH2:14][CH2:13][N:12]([CH3:15])[CH2:11]3)[C:5]2=[CH:4][CH:3]=1. The catalyst class is: 11. (6) Reactant: [F:1][C:2]([F:25])([F:24])[C:3]1[N:7]2[CH2:8][CH2:9][NH:10][C:11]3([CH2:16][CH2:15][N:14]([C:17]([O:19][C:20]([CH3:23])([CH3:22])[CH3:21])=[O:18])[CH2:13][CH2:12]3)[C:6]2=[CH:5][CH:4]=1.CCN(CC)CC.[CH3:33][N:34]=[C:35]=[O:36]. Product: [CH3:33][NH:34][C:35]([N:10]1[C:11]2([CH2:16][CH2:15][N:14]([C:17]([O:19][C:20]([CH3:22])([CH3:21])[CH3:23])=[O:18])[CH2:13][CH2:12]2)[C:6]2=[CH:5][CH:4]=[C:3]([C:2]([F:1])([F:24])[F:25])[N:7]2[CH2:8][CH2:9]1)=[O:36]. The catalyst class is: 1. (7) Reactant: [Br:1][C:2]1[CH:10]=[C:9]2[C:5]([CH2:6][CH2:7][C:8]2=[O:11])=[CH:4][CH:3]=1.Br[CH2:13][C:14]1[C:23]2[C:18](=[CH:19][CH:20]=[CH:21][C:22]=2[CH2:24]Br)[CH:17]=[CH:16][CH:15]=1.[H-].[Na+]. Product: [Br:1][C:2]1[CH:10]=[C:9]2[C:5]([CH2:6][C:7]3([C:8]2=[O:11])[CH2:24][C:22]2[C:23]4[C:18]([CH:19]=[CH:20][CH:21]=2)=[CH:17][CH:16]=[CH:15][C:14]=4[CH2:13]3)=[CH:4][CH:3]=1. The catalyst class is: 1.